Dataset: Reaction yield outcomes from USPTO patents with 853,638 reactions. Task: Predict the reaction yield, written as a fraction of the theoretical maximum amount of product (1.0 means a 100% yield; for example, 0.34 means a 34% yield). (1) The reactants are [Cl:1][C:2]1[CH:8]=[C:7]([O:9][C:10]2[C:19]3[C:14](=[CH:15][C:16]([O:22][CH3:23])=[C:17]([O:20][CH3:21])[CH:18]=3)[N:13]=[CH:12][N:11]=2)[CH:6]=[CH:5][C:3]=1[NH2:4].Cl[C:25](Cl)([O:27][C:28](=[O:34])OC(Cl)(Cl)Cl)Cl.[CH:36]1(CO)[CH2:39][CH2:38][CH2:37]1.C(=O)(O)[O-].[Na+]. The catalyst is C(Cl)Cl.C(N(CC)CC)C.C1(C)C=CC=CC=1. The product is [Cl:1][C:2]1[CH:8]=[C:7]([O:9][C:10]2[C:19]3[C:14](=[CH:15][C:16]([O:22][CH3:23])=[C:17]([O:20][CH3:21])[CH:18]=3)[N:13]=[CH:12][N:11]=2)[CH:6]=[CH:5][C:3]=1[NH:4][C:28](=[O:34])[O:27][CH2:25][CH:36]1[CH2:39][CH2:38][CH2:37]1. The yield is 0.590. (2) The reactants are [CH3:1][C:2]1[CH:7]=[C:6]([C:8]2[S:12][CH:11]=[N:10][CH:9]=2)[N:5]=[C:4]([NH:13][C:14]2[CH:19]=[C:18]([C:20]([F:23])([F:22])[F:21])[CH:17]=[CH:16][N:15]=2)[CH:3]=1.[Li+].CC([N-]C(C)C)C.[O:32]=[C:33]1[C:41]2[C:36](=[CH:37][C:38]([C:42]([O:44][CH3:45])=[O:43])=[CH:39][CH:40]=2)[CH2:35][CH2:34]1. The catalyst is C1COCC1. The product is [OH:32][C:33]1([C:11]2[S:12][C:8]([C:6]3[CH:7]=[C:2]([CH3:1])[CH:3]=[C:4]([NH:13][C:14]4[CH:19]=[C:18]([C:20]([F:23])([F:21])[F:22])[CH:17]=[CH:16][N:15]=4)[N:5]=3)=[CH:9][N:10]=2)[C:41]2[C:36](=[CH:37][C:38]([C:42]([O:44][CH3:45])=[O:43])=[CH:39][CH:40]=2)[CH2:35][CH2:34]1. The yield is 0.390. (3) The reactants are [NH2:1][C:2]1[N:6]([CH3:7])[C:5](=[O:8])[C:4]([C:18]2[CH:23]=[CH:22][CH:21]=[C:20](Br)[CH:19]=2)([C:9]2[CH:10]=[CH:11][C:12]3[O:16][CH2:15][CH2:14][C:13]=3[CH:17]=2)[N:3]=1.[CH3:25][O:26][C:27]1[CH:28]=[C:29](B(O)O)[CH:30]=[C:31]([O:33][S:34]([CH3:37])(=[O:36])=[O:35])[CH:32]=1.C(=O)([O-])[O-].[K+].[K+]. The catalyst is O1CCCC1. The product is [CH3:37][S:34]([O:33][C:31]1[CH:30]=[C:29]([C:20]2[CH:21]=[CH:22][CH:23]=[C:18]([C:4]3([C:9]4[CH:10]=[CH:11][C:12]5[O:16][CH2:15][CH2:14][C:13]=5[CH:17]=4)[C:5](=[O:8])[N:6]([CH3:7])[C:2]([NH2:1])=[N:3]3)[CH:19]=2)[CH:28]=[C:27]([O:26][CH3:25])[CH:32]=1)(=[O:36])=[O:35]. The yield is 0.410.